From a dataset of Catalyst prediction with 721,799 reactions and 888 catalyst types from USPTO. Predict which catalyst facilitates the given reaction. Reactant: [CH3:1][C:2]1([CH3:20])[C:11]2[C:6](=[CH:7][CH:8]=[C:9]([CH3:12])[CH:10]=2)[NH:5][CH:4]([C:13]2[CH:14]=[C:15]([NH2:19])[CH:16]=[CH:17][CH:18]=2)[CH2:3]1.N1C=CC=CC=1.[CH3:27][C:28]1[CH:33]=[CH:32][C:31]([S:34](Cl)(=[O:36])=[O:35])=[CH:30][CH:29]=1. Product: [CH3:27][C:28]1[CH:33]=[CH:32][C:31]([S:34]([NH:19][C:15]2[CH:16]=[CH:17][CH:18]=[C:13]([CH:4]3[CH2:3][C:2]([CH3:20])([CH3:1])[C:11]4[C:6](=[CH:7][CH:8]=[C:9]([CH3:12])[CH:10]=4)[NH:5]3)[CH:14]=2)(=[O:36])=[O:35])=[CH:30][CH:29]=1. The catalyst class is: 4.